Dataset: Peptide-MHC class I binding affinity with 185,985 pairs from IEDB/IMGT. Task: Regression. Given a peptide amino acid sequence and an MHC pseudo amino acid sequence, predict their binding affinity value. This is MHC class I binding data. (1) The peptide sequence is GIAPLQLGK. The MHC is HLA-A68:01 with pseudo-sequence HLA-A68:01. The binding affinity (normalized) is 0.301. (2) The peptide sequence is NEAKVLELL. The MHC is HLA-B18:01 with pseudo-sequence HLA-B18:01. The binding affinity (normalized) is 0.664. (3) The peptide sequence is RSVSGDLIL. The MHC is HLA-B58:01 with pseudo-sequence HLA-B58:01. The binding affinity (normalized) is 0.789. (4) The peptide sequence is NDINVELSL. The MHC is HLA-B38:01 with pseudo-sequence HLA-B38:01. The binding affinity (normalized) is 0.201. (5) The peptide sequence is KMTLFKSIL. The MHC is HLA-A02:01 with pseudo-sequence HLA-A02:01. The binding affinity (normalized) is 0.338. (6) The peptide sequence is TVYYGVPVWK. The MHC is HLA-A31:01 with pseudo-sequence HLA-A31:01. The binding affinity (normalized) is 0.462.